Dataset: Catalyst prediction with 721,799 reactions and 888 catalyst types from USPTO. Task: Predict which catalyst facilitates the given reaction. (1) Reactant: BrC1[C:7]([OH:8])=CC=CN=1.C(Cl)OC.CC([O-])(C)C.[K+].[Br:19][C:20]1[C:25]([O:26][CH2:27][O:28][CH3:29])=[CH:24][CH:23]=[CH:22][N:21]=1.C(OC=O)C.[Li+].CC([N-]C(C)C)C. Product: [Br:19][C:20]1[C:25]([O:26][CH2:27][O:28][CH3:29])=[C:24]([CH:23]=[CH:22][N:21]=1)[CH:7]=[O:8]. The catalyst class is: 1. (2) Reactant: Br[C:2]1[N:3]([CH2:27][C:28]2[CH:33]=[CH:32][C:31]([O:34][CH3:35])=[CH:30][CH:29]=2)[C:4]2[C:9](=[O:10])[N:8]([C:11]3[CH:16]=[C:15]([CH3:17])[C:14](=[O:18])[N:13]([CH3:19])[CH:12]=3)[CH:7]([C:20]3[CH:25]=[CH:24][C:23]([Cl:26])=[CH:22][CH:21]=3)[C:5]=2[N:6]=1.[CH:36]1([B-](F)(F)F)[CH2:38][CH2:37]1.[K+].C12(P(C34CC5CC(CC(C5)C3)C4)CCCC)CC3CC(CC(C3)C1)C2.C([O-])([O-])=O.[Cs+].[Cs+]. Product: [Cl:26][C:23]1[CH:24]=[CH:25][C:20]([CH:7]2[C:5]3[N:6]=[C:2]([CH:36]4[CH2:38][CH2:37]4)[N:3]([CH2:27][C:28]4[CH:33]=[CH:32][C:31]([O:34][CH3:35])=[CH:30][CH:29]=4)[C:4]=3[C:9](=[O:10])[N:8]2[C:11]2[CH:16]=[C:15]([CH3:17])[C:14](=[O:18])[N:13]([CH3:19])[CH:12]=2)=[CH:21][CH:22]=1. The catalyst class is: 874. (3) Reactant: [OH-].[NH4+:2].[C:3]([C:7]1[CH:11]=[C:10]([C:12](Cl)=[O:13])[N:9]([CH3:15])[N:8]=1)([CH3:6])([CH3:5])[CH3:4]. Product: [C:3]([C:7]1[CH:11]=[C:10]([C:12]([NH2:2])=[O:13])[N:9]([CH3:15])[N:8]=1)([CH3:6])([CH3:5])[CH3:4]. The catalyst class is: 4.